Dataset: Forward reaction prediction with 1.9M reactions from USPTO patents (1976-2016). Task: Predict the product of the given reaction. (1) Given the reactants [NH2:1][C:2]1[N:7]=[C:6]([NH:8][CH2:9][C:10]2[C:15]([CH3:16])=[C:14]([CH2:17][NH:18][C:19]3[CH:24]=[CH:23][CH:22]=[C:21]([NH2:25])[N:20]=3)[C:13]([CH3:26])=[C:12]([CH2:27][NH:28][C:29]3[CH:34]=[CH:33][CH:32]=[C:31]([NH2:35])[N:30]=3)[C:11]=2[CH3:36])[CH:5]=[CH:4][CH:3]=1.CO[CH:39](OC)[CH2:40][C:41](=O)[CH3:42].OP(O)(O)=O, predict the reaction product. The product is: [CH3:39][C:40]1[N:35]=[C:31]2[C:32]([CH:33]=[CH:34][C:29]([NH:28][CH2:27][C:12]3[C:11]([CH3:36])=[C:10]([CH2:9][NH:8][C:6]4[CH:5]=[CH:4][C:3]5[C:2](=[N:1][C:4]([CH3:5])=[CH:3][CH:2]=5)[N:7]=4)[C:15]([CH3:16])=[C:14]([CH2:17][NH:18][C:19]4[CH:24]=[CH:23][C:22]5[C:21](=[N:25][C:11]([CH3:12])=[CH:10][CH:9]=5)[N:20]=4)[C:13]=3[CH3:26])=[N:30]2)=[CH:42][CH:41]=1. (2) The product is: [CH:1]([N:14]1[CH2:17][C:16](=[C:18]([C:23]2[CH:28]=[CH:27][CH:26]=[CH:25][C:24]=2[OH:29])[S:19]([CH3:22])(=[O:21])=[O:20])[CH2:15]1)([C:8]1[CH:9]=[CH:10][CH:11]=[CH:12][CH:13]=1)[C:2]1[CH:3]=[CH:4][CH:5]=[CH:6][CH:7]=1. Given the reactants [CH:1]([N:14]1[CH2:17][C:16](=[C:18]([C:23]2[CH:28]=[CH:27][CH:26]=[CH:25][C:24]=2[O:29]C)[S:19]([CH3:22])(=[O:21])=[O:20])[CH2:15]1)([C:8]1[CH:13]=[CH:12][CH:11]=[CH:10][CH:9]=1)[C:2]1[CH:7]=[CH:6][CH:5]=[CH:4][CH:3]=1.B(Br)(Br)Br, predict the reaction product. (3) Given the reactants [C:1]([O:9][CH2:10][C@:11]1([O:44][CH2:43][C@@H:33]([O:34][C:35](=[O:42])[C:36]2[CH:41]=[CH:40][CH:39]=[CH:38][CH:37]=2)[C@@H:23]([O:24][C:25](=[O:32])[C:26]2[CH:31]=[CH:30][CH:29]=[CH:28][CH:27]=2)[C@@H:13]1[O:14][C:15](=[O:22])[C:16]1[CH:21]=[CH:20][CH:19]=[CH:18][CH:17]=1)[OH:12])(=[O:8])[C:2]1[CH:7]=[CH:6][CH:5]=[CH:4][CH:3]=1.[CH3:45]C(C)=O.C(=O)([O-])[O-].[K+].[K+], predict the reaction product. The product is: [C:1]([O:9][CH2:10][C@:11]1([O:44][CH2:43][C@@H:33]([O:34][C:35](=[O:42])[C:36]2[CH:41]=[CH:40][CH:39]=[CH:38][CH:37]=2)[C@@H:23]([O:24][C:25](=[O:32])[C:26]2[CH:27]=[CH:28][CH:29]=[CH:30][CH:31]=2)[C@@H:13]1[O:14][C:15](=[O:22])[C:16]1[CH:17]=[CH:18][CH:19]=[CH:20][CH:21]=1)[O:12][CH3:45])(=[O:8])[C:2]1[CH:3]=[CH:4][CH:5]=[CH:6][CH:7]=1.